This data is from Reaction yield outcomes from USPTO patents with 853,638 reactions. The task is: Predict the reaction yield, written as a fraction of the theoretical maximum amount of product (1.0 means a 100% yield; for example, 0.34 means a 34% yield). (1) The reactants are Cl.O1CCOCC1.[Si]([O:15][C@H:16]1[CH2:20][CH2:19][N:18]([CH2:21][C:22]2[CH:27]=[CH:26][C:25]([CH:28]([F:30])[F:29])=[CH:24][CH:23]=2)[C:17]1=[O:31])(C(C)(C)C)(C)C. The catalyst is ClCCl. The product is [F:30][CH:28]([F:29])[C:25]1[CH:24]=[CH:23][C:22]([CH2:21][N:18]2[CH2:19][CH2:20][C@H:16]([OH:15])[C:17]2=[O:31])=[CH:27][CH:26]=1. The yield is 1.00. (2) The reactants are ClC1N=CC(C2CC2)=CN=1.Cl.ClC1C=C(N2C(=O)C=C(OC3CCNCC3)C(C#N)=N2)C=CC=1Cl.[Br:36][C:37]1[CH:38]=[N:39][C:40](Cl)=[N:41][CH:42]=1.Cl.[C:45]([C:47]1[CH:52]=[CH:51][C:50]([N:53]2[C:58](=[O:59])[CH:57]=[C:56]([O:60][CH:61]3[CH2:66][CH2:65][NH:64][CH2:63][CH2:62]3)[C:55]([C:67]#[N:68])=[N:54]2)=[CH:49][C:48]=1[F:69])#[N:46]. No catalyst specified. The product is [Br:36][C:37]1[CH:38]=[N:39][C:40]([N:64]2[CH2:65][CH2:66][CH:61]([O:60][C:56]3[C:55]([C:67]#[N:68])=[N:54][N:53]([C:50]4[CH:51]=[CH:52][C:47]([C:45]#[N:46])=[C:48]([F:69])[CH:49]=4)[C:58](=[O:59])[CH:57]=3)[CH2:62][CH2:63]2)=[N:41][CH:42]=1. The yield is 0.890. (3) The reactants are [CH3:1][N:2]1[C:7](=[O:8])[CH2:6][CH:5]([C:9]2[CH:14]=[CH:13][C:12]([N+:15]([O-])=O)=[CH:11][CH:10]=2)[CH2:4][C:3]1=[O:18]. The catalyst is CO.[Pd]. The product is [NH2:15][C:12]1[CH:11]=[CH:10][C:9]([CH:5]2[CH2:4][C:3](=[O:18])[N:2]([CH3:1])[C:7](=[O:8])[CH2:6]2)=[CH:14][CH:13]=1. The yield is 0.940. (4) The reactants are Br[C:2]1[CH:3]=[C:4]2[C:9](=[CH:10][CH:11]=1)[N:8]=[C:7]([CH3:12])[C:6]([C:13](=[O:18])[C:14]([F:17])([F:16])[F:15])=[C:5]2[C:19]1[CH:24]=[CH:23][CH:22]=[CH:21][CH:20]=1.[NH:25]1[CH2:28][CH:27]([OH:29])[CH2:26]1. No catalyst specified. The product is [F:15][C:14]([F:17])([F:16])[C:13]([C:6]1[C:7]([CH3:12])=[N:8][C:9]2[C:4]([C:5]=1[C:19]1[CH:24]=[CH:23][CH:22]=[CH:21][CH:20]=1)=[CH:3][C:2]([N:25]1[CH2:28][CH:27]([OH:29])[CH2:26]1)=[CH:11][CH:10]=2)=[O:18]. The yield is 0.220. (5) The reactants are [NH2:1][C@@H:2]1[CH2:6][CH2:5][C@@:4]([CH2:8][NH:9][C:10](=[O:16])[O:11][C:12]([CH3:15])([CH3:14])[CH3:13])([CH3:7])[C:3]1([CH3:18])[CH3:17].[Br:19][C:20]1[CH:21]=[C:22]2[C:27](Cl)=[C:26]([C:29]([NH2:31])=[O:30])[CH:25]=[N:24][N:23]2[CH:32]=1.CCN(C(C)C)C(C)C. The catalyst is CN(C=O)C.C(OCC)(=O)C. The product is [Br:19][C:20]1[CH:21]=[C:22]2[C:27]([NH:1][C@@H:2]3[CH2:6][CH2:5][C@@:4]([CH2:8][NH:9][C:10](=[O:16])[O:11][C:12]([CH3:15])([CH3:14])[CH3:13])([CH3:7])[C:3]3([CH3:18])[CH3:17])=[C:26]([C:29](=[O:30])[NH2:31])[CH:25]=[N:24][N:23]2[CH:32]=1. The yield is 0.721. (6) The catalyst is [C-]#N.[Zn+2].[C-]#N.[Zn]. The reactants are Br[C:2]1[CH:3]=[C:4]([CH3:15])[C:5]([C:8]([O:10][C:11]([CH3:14])([CH3:13])[CH3:12])=[O:9])=[N:6][CH:7]=1.N#N.C(P(C(C)(C)C)C(C)(C)C)(C)(C)C.C1(C)C=CC=CC=1.[CH3:38][N:39](C=O)C. The product is [C:38]([C:2]1[CH:3]=[C:4]([CH3:15])[C:5]([C:8]([O:10][C:11]([CH3:14])([CH3:13])[CH3:12])=[O:9])=[N:6][CH:7]=1)#[N:39]. The yield is 0.621. (7) The reactants are [N:1]1([C:7]2[CH:8]=[C:9]3[C:14](=[CH:15][CH:16]=2)[NH:13][C:12](=O)[NH:11][C:10]3=O)[CH2:6][CH2:5][CH2:4][CH2:3][CH2:2]1.[ClH:19].C(N(CC)CC)C.O=P(Cl)(Cl)[Cl:29]. No catalyst specified. The product is [Cl:19][C:12]1[N:11]=[C:10]([Cl:29])[C:9]2[C:14](=[CH:15][CH:16]=[C:7]([N:1]3[CH2:6][CH2:5][CH2:4][CH2:3][CH2:2]3)[CH:8]=2)[N:13]=1. The yield is 0.910.